From a dataset of Forward reaction prediction with 1.9M reactions from USPTO patents (1976-2016). Predict the product of the given reaction. Given the reactants Br[C:2]1[CH:7]=[CH:6][C:5]([CH2:8][CH2:9][N:10]([CH2:18][C@H:19]([OH:26])[C:20]2[CH:25]=[CH:24][CH:23]=[CH:22][CH:21]=2)[C:11](=[O:17])[O:12][C:13]([CH3:16])([CH3:15])[CH3:14])=[CH:4][CH:3]=1.CC1(C)C(C)(C)OB([C:35]2[CH:44]=[CH:43][C:38]([C:39]([O:41][CH3:42])=[O:40])=[C:37]([C:45]3[S:46][CH:47]=[CH:48][CH:49]=3)[CH:36]=2)O1.C(=O)([O-])[O-].[Na+].[Na+], predict the reaction product. The product is: [C:13]([O:12][C:11]([N:10]([CH2:18][C@H:19]([OH:26])[C:20]1[CH:25]=[CH:24][CH:23]=[CH:22][CH:21]=1)[CH2:9][CH2:8][C:5]1[CH:6]=[CH:7][C:2]([C:35]2[CH:44]=[CH:43][C:38]([C:39]([O:41][CH3:42])=[O:40])=[C:37]([C:45]3[S:46][CH:47]=[CH:48][CH:49]=3)[CH:36]=2)=[CH:3][CH:4]=1)=[O:17])([CH3:16])([CH3:15])[CH3:14].